This data is from Catalyst prediction with 721,799 reactions and 888 catalyst types from USPTO. The task is: Predict which catalyst facilitates the given reaction. (1) Reactant: [NH2:1][C:2]1[CH:7]=[CH:6][C:5]([N:8]2[C:13](=[O:14])[C:12]3[CH:15]=[C:16]([F:21])[C:17]([NH:19][CH3:20])=[CH:18][C:11]=3[O:10][CH2:9]2)=[CH:4][CH:3]=1.C([O:24][C:25](=O)[NH:26][S:27]([C:30]1[S:31][C:32]([Cl:35])=[CH:33][CH:34]=1)(=[O:29])=[O:28])C. Product: [Cl:35][C:32]1[S:31][C:30]([S:27]([NH:26][C:25]([NH:1][C:2]2[CH:3]=[CH:4][C:5]([N:8]3[C:13](=[O:14])[C:12]4[CH:15]=[C:16]([F:21])[C:17]([NH:19][CH3:20])=[CH:18][C:11]=4[O:10][CH2:9]3)=[CH:6][CH:7]=2)=[O:24])(=[O:29])=[O:28])=[CH:34][CH:33]=1. The catalyst class is: 12. (2) Reactant: [O:1]=[C:2]1[C:6]2([CH2:11][CH2:10][N:9]([CH2:12][CH2:13][CH2:14][N:15]3[C:20](=[O:21])[CH2:19][O:18][C:17]4[CH:22]=[CH:23][CH:24]=[CH:25][C:16]3=4)[CH2:8][CH2:7]2)[N:5]([C:26]2[CH:31]=[CH:30][CH:29]=[CH:28][CH:27]=2)[CH2:4][N:3]1[CH2:32][C:33]1[CH:34]=[C:35]([CH:43]=[CH:44][CH:45]=1)[C:36]([O:38]C(C)(C)C)=[O:37].Cl. Product: [O:1]=[C:2]1[C:6]2([CH2:7][CH2:8][N:9]([CH2:12][CH2:13][CH2:14][N:15]3[C:20](=[O:21])[CH2:19][O:18][C:17]4[CH:22]=[CH:23][CH:24]=[CH:25][C:16]3=4)[CH2:10][CH2:11]2)[N:5]([C:26]2[CH:31]=[CH:30][CH:29]=[CH:28][CH:27]=2)[CH2:4][N:3]1[CH2:32][C:33]1[CH:34]=[C:35]([CH:43]=[CH:44][CH:45]=1)[C:36]([OH:38])=[O:37]. The catalyst class is: 12. (3) Product: [ClH:28].[ClH:28].[F:27][C:2]([F:1])([F:26])[C:3]1[CH:4]=[C:5]([C:9]2[N:14]=[CH:13][C:12]([C@@H:15]3[CH2:17][C@H:16]3[NH2:18])=[CH:11][CH:10]=2)[CH:6]=[CH:7][CH:8]=1. Reactant: [F:1][C:2]([F:27])([F:26])[C:3]1[CH:4]=[C:5]([C:9]2[N:14]=[CH:13][C:12]([C@@H:15]3[CH2:17][C@H:16]3[NH:18]C(=O)OC(C)(C)C)=[CH:11][CH:10]=2)[CH:6]=[CH:7][CH:8]=1.[ClH:28]. The catalyst class is: 27. (4) Reactant: [C:1](=[O:20])([O:12][CH2:13][C:14]1[CH:19]=[CH:18][N:17]=[CH:16][CH:15]=1)OC1C=CC([N+]([O-])=O)=CC=1.[CH3:21][O:22][C:23](=[O:34])[C@H:24]([CH2:26][C:27]1[CH:32]=[CH:31][C:30]([OH:33])=[CH:29][CH:28]=1)[NH2:25].CCN(C(C)C)C(C)C. Product: [CH3:21][O:22][C:23]([C@@H:24]([NH:25][C:1](=[O:20])[O:12][CH2:13][C:14]1[CH:15]=[CH:16][N:17]=[CH:18][CH:19]=1)[CH2:26][C:27]1[CH:28]=[CH:29][C:30]([OH:33])=[CH:31][CH:32]=1)=[O:34]. The catalyst class is: 241. (5) Reactant: [N+:1]([O-:4])(O)=[O:2].[CH3:5][C:6]1[CH:11]=[CH:10][CH:9]=[C:8]([CH3:12])[C:7]=1[NH:13][C:14](=[O:20])[CH2:15][C:16]([CH3:19])([CH3:18])[CH3:17].O. Product: [CH3:12][C:8]1[C:9]([N+:1]([O-:4])=[O:2])=[CH:10][CH:11]=[C:6]([CH3:5])[C:7]=1[NH:13][C:14](=[O:20])[CH2:15][C:16]([CH3:18])([CH3:17])[CH3:19]. The catalyst class is: 15. (6) Reactant: [C:1]([OH:20])(=O)[CH2:2][CH2:3][CH2:4][CH2:5][CH2:6][CH2:7][CH2:8]/[CH:9]=[CH:10]\[CH2:11][CH2:12][CH2:13][CH2:14][CH2:15][CH2:16][CH2:17][CH3:18].[NH2:21][C@H:22]([C:25]([OH:27])=[O:26])[CH2:23][OH:24].C(=O)(O)[O-].[Na+]. Product: [C:1]([NH:21][C@H:22]([C:25]([OH:27])=[O:26])[CH2:23][OH:24])(=[O:20])[CH2:2][CH2:3][CH2:4][CH2:5][CH2:6][CH2:7][CH2:8]/[CH:9]=[CH:10]\[CH2:11][CH2:12][CH2:13][CH2:14][CH2:15][CH2:16][CH2:17][CH3:18]. The catalyst class is: 30. (7) Reactant: [F:1][C:2]1[CH:3]=[C:4]([OH:9])[C:5]([OH:8])=[CH:6][CH:7]=1.C[C:11]([CH3:13])=[O:12].[C:14](=O)([O-])[O-:15].[K+].[K+].[CH3:20][O:21][C:22](=[O:25])[CH2:23]Br. Product: [F:1][C:2]1[CH:7]=[CH:6][C:5]([O:8][CH2:23][C:22]([O:21][CH3:20])=[O:25])=[C:4]([O:9][CH2:13][C:11]([O:15][CH3:14])=[O:12])[CH:3]=1. The catalyst class is: 13. (8) Reactant: [CH3:1][O:2][C:3](=[O:31])[NH:4][C@H:5]([C:9]([N:11]1[CH2:15][C:14]([CH:16]2[CH2:18][CH2:17]2)=[CH:13][C@H:12]1[C:19]1[NH:20][CH:21]=[C:22]([C:24]2[CH:29]=[CH:28][C:27](Br)=[CH:26][CH:25]=2)[N:23]=1)=[O:10])[CH:6]([CH3:8])[CH3:7].[B:32]1([B:32]2[O:36][C:35]([CH3:38])([CH3:37])[C:34]([CH3:40])([CH3:39])[O:33]2)[O:36][C:35]([CH3:38])([CH3:37])[C:34]([CH3:40])([CH3:39])[O:33]1.C([O-])(=O)C.[K+]. Product: [CH3:1][O:2][C:3](=[O:31])[NH:4][C@H:5]([C:9]([N:11]1[CH2:15][C:14]([CH:16]2[CH2:18][CH2:17]2)=[CH:13][C@H:12]1[C:19]1[NH:20][CH:21]=[C:22]([C:24]2[CH:29]=[CH:28][C:27]([B:32]3[O:36][C:35]([CH3:38])([CH3:37])[C:34]([CH3:40])([CH3:39])[O:33]3)=[CH:26][CH:25]=2)[N:23]=1)=[O:10])[CH:6]([CH3:8])[CH3:7]. The catalyst class is: 75. (9) Reactant: [C:1]([O:5][C:6](=[O:22])[NH:7][C:8]1[C:9]([CH3:21])=[C:10](Br)[C:11]2[O:15][C:14]([CH3:17])([CH3:16])[CH2:13][C:12]=2[C:18]=1[CH3:19])([CH3:4])([CH3:3])[CH3:2].C([Li])CCC.[CH:28]([C:31]1[CH:38]=[CH:37][C:34]([CH:35]=[O:36])=[CH:33][CH:32]=1)([CH3:30])[CH3:29].O. Product: [C:1]([O:5][C:6](=[O:22])[NH:7][C:8]1[C:9]([CH3:21])=[C:10]([CH:35]([OH:36])[C:34]2[CH:37]=[CH:38][C:31]([CH:28]([CH3:29])[CH3:30])=[CH:32][CH:33]=2)[C:11]2[O:15][C:14]([CH3:17])([CH3:16])[CH2:13][C:12]=2[C:18]=1[CH3:19])([CH3:4])([CH3:3])[CH3:2]. The catalyst class is: 1. (10) Reactant: [NH:1]1[C:5]2[CH2:6][CH2:7][CH2:8][CH2:9][C:4]=2[N:3]=[C:2]1[NH:10]C(=O)C.O.OS(O)(=O)=O. Product: [NH:1]1[C:5]2[CH2:6][CH2:7][CH2:8][CH2:9][C:4]=2[N:3]=[C:2]1[NH2:10]. The catalyst class is: 5.